This data is from Peptide-MHC class I binding affinity with 185,985 pairs from IEDB/IMGT. The task is: Regression. Given a peptide amino acid sequence and an MHC pseudo amino acid sequence, predict their binding affinity value. This is MHC class I binding data. (1) The peptide sequence is FLLAQFTSAI. The MHC is Patr-A0401 with pseudo-sequence Patr-A0401. The binding affinity (normalized) is 0.0223. (2) The peptide sequence is DMTPAERLINM. The MHC is Mamu-B01 with pseudo-sequence Mamu-B01. The binding affinity (normalized) is 0. (3) The peptide sequence is ELNGKNIEDV. The MHC is HLA-A68:02 with pseudo-sequence HLA-A68:02. The binding affinity (normalized) is 0.0848. (4) The peptide sequence is LLLLGLMILL. The MHC is HLA-A02:17 with pseudo-sequence HLA-A02:17. The binding affinity (normalized) is 0.579. (5) The peptide sequence is QAISPRTLNAW. The MHC is HLA-A32:01 with pseudo-sequence HLA-A32:01. The binding affinity (normalized) is 0.0291. (6) The peptide sequence is LIKNAQTPR. The MHC is HLA-A31:01 with pseudo-sequence HLA-A31:01. The binding affinity (normalized) is 0.758. (7) The peptide sequence is HRYLIRQSM. The MHC is HLA-A30:01 with pseudo-sequence HLA-A30:01. The binding affinity (normalized) is 0.0847. (8) The peptide sequence is EMQLKIDKLT. The MHC is HLA-A02:03 with pseudo-sequence HLA-A02:03. The binding affinity (normalized) is 0.184. (9) The peptide sequence is WAKHMWNFI. The MHC is Patr-B0101 with pseudo-sequence Patr-B0101. The binding affinity (normalized) is 0.208. (10) The peptide sequence is NHLNVELSL. The MHC is HLA-B38:01 with pseudo-sequence HLA-B38:01. The binding affinity (normalized) is 0.635.